Predict the reaction yield, written as a fraction of the theoretical maximum amount of product (1.0 means a 100% yield; for example, 0.34 means a 34% yield). From a dataset of Reaction yield outcomes from USPTO patents with 853,638 reactions. (1) The reactants are [NH2:1][C:2]1[CH:3]=[C:4]([CH:26]=[CH:27][C:28]=1[C:29]#[N:30])[CH2:5][N:6]1[C:11](=[O:12])[CH2:10][N:9]([C:13](=[O:22])[CH2:14][O:15][C:16]2[S:17][C:18]([Cl:21])=[CH:19][CH:20]=2)[CH2:8][CH:7]1[C:23]([OH:25])=[O:24].[N:31]1C=NC=N[CH:32]=1.CC(O)=O. The catalyst is CCO. The product is [NH2:30][C:29]1[C:28]2[C:2](=[CH:3][C:4]([CH2:5][N:6]3[C:11](=[O:12])[CH2:10][N:9]([C:13](=[O:22])[CH2:14][O:15][C:16]4[S:17][C:18]([Cl:21])=[CH:19][CH:20]=4)[CH2:8][CH:7]3[C:23]([OH:25])=[O:24])=[CH:26][CH:27]=2)[N:1]=[CH:32][N:31]=1. The yield is 0.750. (2) The reactants are [N:1]([CH2:4][CH2:5][CH2:6][C:7]1([C:26]2[CH:31]=[CH:30][CH:29]=[CH:28][CH:27]=2)[N:11]([C:12]2[S:13][C:14]([Br:17])=[N:15][N:16]=2)[N:10]=[C:9]([C:18]2[CH:23]=[C:22]([F:24])[CH:21]=[CH:20][C:19]=2[F:25])[S:8]1)=[N+]=[N-].O.C1(P(C2C=CC=CC=2)C2C=CC=CC=2)C=CC=CC=1. The catalyst is C1COCC1. The product is [Br:17][C:14]1[S:13][C:12]([N:11]2[N:10]=[C:9]([C:18]3[CH:23]=[C:22]([F:24])[CH:21]=[CH:20][C:19]=3[F:25])[S:8][C:7]2([CH2:6][CH2:5][CH2:4][NH2:1])[C:26]2[CH:31]=[CH:30][CH:29]=[CH:28][CH:27]=2)=[N:16][N:15]=1. The yield is 0.530. (3) The reactants are [Br:1][C:2]1[C:7]([NH:8][C:9]([C:11]2[CH:15]=[CH:14][O:13][N:12]=2)=O)=[CH:6][C:5]([F:16])=[CH:4][N:3]=1.B.C1COCC1. The catalyst is C1COCC1. The product is [Br:1][C:2]1[C:7]([NH:8][CH2:9][C:11]2[CH:15]=[CH:14][O:13][N:12]=2)=[CH:6][C:5]([F:16])=[CH:4][N:3]=1. The yield is 0.680. (4) The reactants are Cl[C:2]1[N:3]=[CH:4][C:5]2[CH:10]=[C:9]([C:11]3[CH:16]=[CH:15][CH:14]=[CH:13][C:12]=3[Cl:17])[N:8]([CH2:18][C@@H:19]3[CH2:24][CH2:23][CH2:22][N:21]([C:25]([O:27][C:28]([CH3:31])([CH3:30])[CH3:29])=[O:26])[CH2:20]3)[C:6]=2[N:7]=1.[F:32][C:33]1[CH:34]=[C:35]([CH:38]=[CH:39][C:40]=1[F:41])[CH2:36][NH2:37]. The catalyst is CCN(C(C)C)C(C)C.C(Cl)Cl. The product is [Cl:17][C:12]1[CH:13]=[CH:14][CH:15]=[CH:16][C:11]=1[C:9]1[N:8]([CH2:18][C@@H:19]2[CH2:24][CH2:23][CH2:22][N:21]([C:25]([O:27][C:28]([CH3:31])([CH3:30])[CH3:29])=[O:26])[CH2:20]2)[C:6]2[N:7]=[C:2]([NH:37][CH2:36][C:35]3[CH:38]=[CH:39][C:40]([F:41])=[C:33]([F:32])[CH:34]=3)[N:3]=[CH:4][C:5]=2[CH:10]=1. The yield is 0.700. (5) The reactants are [Br:1]N1C(=O)CCC1=O.[CH:9]([C:12]1[CH:17]=[CH:16][N:15]=[C:14]([NH2:18])[N:13]=1)([CH3:11])[CH3:10]. The catalyst is C(Cl)(Cl)Cl. The product is [Br:1][C:17]1[C:12]([CH:9]([CH3:11])[CH3:10])=[N:13][C:14]([NH2:18])=[N:15][CH:16]=1. The yield is 1.13. (6) The reactants are [NH:1]1[CH2:6][CH2:5][CH:4]([OH:7])[CH2:3][CH2:2]1.C(O)(=O)C.[F:12][C:13]1[CH:28]=[CH:27][C:16]([C:17]([N:19]([CH3:26])[C@@H:20]([CH:23]([CH3:25])[CH3:24])[CH:21]=O)=[O:18])=[CH:15][C:14]=1[CH3:29].[Na].[OH-].[Na+]. The catalyst is C(Cl)Cl. The product is [F:12][C:13]1[CH:28]=[CH:27][C:16]([C:17]([N:19]([C@@H:20]([CH:23]([CH3:24])[CH3:25])[CH2:21][N:1]2[CH2:6][CH2:5][CH:4]([OH:7])[CH2:3][CH2:2]2)[CH3:26])=[O:18])=[CH:15][C:14]=1[CH3:29]. The yield is 0.220.